The task is: Regression. Given a peptide amino acid sequence and an MHC pseudo amino acid sequence, predict their binding affinity value. This is MHC class I binding data.. This data is from Peptide-MHC class I binding affinity with 185,985 pairs from IEDB/IMGT. (1) The peptide sequence is MFINDVHAL. The MHC is HLA-A26:02 with pseudo-sequence HLA-A26:02. The binding affinity (normalized) is 0.0847. (2) The peptide sequence is LLMPKTASS. The MHC is HLA-A02:01 with pseudo-sequence HLA-A02:01. The binding affinity (normalized) is 0.499. (3) The binding affinity (normalized) is 0.0529. The peptide sequence is KQRGGKPPTK. The MHC is Mamu-B08 with pseudo-sequence Mamu-B08. (4) The peptide sequence is IESNPLFPV. The MHC is HLA-B57:01 with pseudo-sequence HLA-B57:01. The binding affinity (normalized) is 0.0847. (5) The peptide sequence is ATEDPSSGY. The MHC is HLA-A80:01 with pseudo-sequence HLA-A80:01. The binding affinity (normalized) is 0.0847. (6) The peptide sequence is PQVLGGLSF. The MHC is HLA-A80:01 with pseudo-sequence HLA-A80:01. The binding affinity (normalized) is 0.0847. (7) The peptide sequence is VPGLPGTVL. The MHC is HLA-B27:05 with pseudo-sequence HLA-B27:05. The binding affinity (normalized) is 0.0847.